This data is from Reaction yield outcomes from USPTO patents with 853,638 reactions. The task is: Predict the reaction yield, written as a fraction of the theoretical maximum amount of product (1.0 means a 100% yield; for example, 0.34 means a 34% yield). (1) The reactants are [Br:1][C:2]1[CH:3]=[CH:4][CH:5]=[C:6]2[C:11]=1[N:10]=[CH:9][N:8]=[C:7]2O.P(Cl)(Cl)([Cl:15])=O. No catalyst specified. The product is [Br:1][C:2]1[CH:3]=[CH:4][CH:5]=[C:6]2[C:11]=1[N:10]=[CH:9][N:8]=[C:7]2[Cl:15]. The yield is 1.00. (2) The reactants are [C:1]([O:5][C:6]([NH:8][C:9]1([C:13]([OH:15])=[O:14])[CH2:12][CH2:11][CH2:10]1)=[O:7])([CH3:4])([CH3:3])[CH3:2].[CH:16]1(O)[CH2:20][CH2:19][CH2:18][CH2:17]1.C(Cl)CCl. The catalyst is CN(C1C=CN=CC=1)C.C(Cl)Cl. The product is [C:1]([O:5][C:6]([NH:8][C:9]1([C:13]([O:15][CH:16]2[CH2:20][CH2:19][CH2:18][CH2:17]2)=[O:14])[CH2:12][CH2:11][CH2:10]1)=[O:7])([CH3:4])([CH3:2])[CH3:3]. The yield is 0.590. (3) The reactants are C([O:8][C:9]1[CH:14]=[CH:13][C:12]([C:15]2[O:19][N:18]=[C:17]([C:20]3[CH:25]=[CH:24][CH:23]=[CH:22][CH:21]=3)[N:16]=2)=[CH:11][CH:10]=1)C1C=CC=CC=1. The catalyst is CO.C1COCC1.[Pd]. The product is [C:20]1([C:17]2[N:16]=[C:15]([C:12]3[CH:11]=[CH:10][C:9]([OH:8])=[CH:14][CH:13]=3)[O:19][N:18]=2)[CH:21]=[CH:22][CH:23]=[CH:24][CH:25]=1. The yield is 0.110. (4) The reactants are S(O)(O)(=O)=O.[CH3:6][S:7][C:8]1[N:13]=[C:12]([NH2:14])[C:11]([NH2:15])=[C:10]([NH2:16])[N:9]=1.O.O.[Cl-:19].[Ba+2].[Cl-].C1(C)C=CC=CC=1. The catalyst is O. The product is [ClH:19].[ClH:19].[NH2:16][C:10]1[C:11]([NH2:15])=[C:12]([NH2:14])[N:13]=[C:8]([S:7][CH3:6])[N:9]=1. The yield is 0.940. (5) The reactants are [Br:1][C:2]1[CH:3]=[C:4]2[C:8](=[CH:9][CH:10]=1)[NH:7][C:6]1[CH:11]=[N:12][C:13]([CH:15]=O)=[CH:14][C:5]2=1.O.NN.[OH-].[K+]. The catalyst is C(O)CO. The product is [Br:1][C:2]1[CH:3]=[C:4]2[C:8](=[CH:9][CH:10]=1)[NH:7][C:6]1[CH:11]=[N:12][C:13]([CH3:15])=[CH:14][C:5]2=1. The yield is 0.730.